Dataset: Reaction yield outcomes from USPTO patents with 853,638 reactions. Task: Predict the reaction yield, written as a fraction of the theoretical maximum amount of product (1.0 means a 100% yield; for example, 0.34 means a 34% yield). (1) The reactants are [CH3:1][O:2][C:3]1[CH:12]=[C:11]([O:13][CH3:14])[C:10]2[C:5](=[CH:6][CH:7]=[CH:8][CH:9]=2)[N:4]=1.[Li]CCCC.Cl[C:21]([O:23][CH2:24][CH3:25])=[O:22].O. The catalyst is C1COCC1. The product is [CH3:1][O:2][C:3]1[C:12]([C:21]([O:23][CH2:24][CH3:25])=[O:22])=[C:11]([O:13][CH3:14])[C:10]2[C:5](=[CH:6][CH:7]=[CH:8][CH:9]=2)[N:4]=1. The yield is 0.600. (2) The reactants are [Br:1][C:2]1[CH:3]=[C:4]([CH:8]=[CH:9][CH:10]=1)[C:5](Cl)=[O:6].[Cl-].[Al+3].[Cl-].[Cl-].COCCOC.CCO.[CH:24]1[CH:29]=[CH:28][CH:27]=[CH:26][CH:25]=1. No catalyst specified. The product is [Br:1][C:2]1[CH:3]=[C:4]([C:5]([C:24]2[CH:29]=[CH:28][CH:27]=[CH:26][CH:25]=2)=[O:6])[CH:8]=[CH:9][CH:10]=1. The yield is 0.924.